This data is from CYP1A2 inhibition data for predicting drug metabolism from PubChem BioAssay. The task is: Regression/Classification. Given a drug SMILES string, predict its absorption, distribution, metabolism, or excretion properties. Task type varies by dataset: regression for continuous measurements (e.g., permeability, clearance, half-life) or binary classification for categorical outcomes (e.g., BBB penetration, CYP inhibition). Dataset: cyp1a2_veith. (1) The drug is O=c1c2ccccc2sc2c(CO)ccc(NCCN3CCCCC3)c12. The result is 1 (inhibitor). (2) The drug is Nc1cc(-c2nn[nH]n2)ccc1F. The result is 0 (non-inhibitor). (3) The drug is COc1ccc(OC)c(C(=O)CN2C(=O)NC(C)(c3ccccc3)C2=O)c1. The result is 0 (non-inhibitor). (4) The drug is CCCCNC(=O)[C@@H]1Cc2ccccc2N1C(=O)[C@H](N)CC. The result is 1 (inhibitor). (5) The drug is CCC1(CCSC(=N)N)C(=O)NC(=O)NC1=O. The result is 0 (non-inhibitor). (6) The result is 1 (inhibitor). The compound is CC(C)(C)CC(=O)NC(=S)Nc1ccccc1C(F)(F)F.